Dataset: Reaction yield outcomes from USPTO patents with 853,638 reactions. Task: Predict the reaction yield, written as a fraction of the theoretical maximum amount of product (1.0 means a 100% yield; for example, 0.34 means a 34% yield). The reactants are [CH2:1]([C:3]1[N:4]=[C:5]([C@@H:8]([NH:21][C:22](=[O:36])[C@@H:23]([NH:31][C:32]([O:34][CH3:35])=[O:33])[CH2:24][C:25]2[CH:30]=[CH:29][CH:28]=[CH:27][CH:26]=2)[CH2:9][C:10]2[CH:15]=[CH:14][C:13]([NH:16][S:17](=[O:20])(=[O:19])[OH:18])=[CH:12][CH:11]=2)[S:6][CH:7]=1)[CH3:2].[OH-].[Na+].N(C)(C)C.COS(O[Na:49])(=O)=O. The catalyst is CO.O. The product is [CH2:1]([C:3]1[N:4]=[C:5]([C@@H:8]([NH:21][C:22](=[O:36])[C@@H:23]([NH:31][C:32]([O:34][CH3:35])=[O:33])[CH2:24][C:25]2[CH:30]=[CH:29][CH:28]=[CH:27][CH:26]=2)[CH2:9][C:10]2[CH:15]=[CH:14][C:13]([NH:16][S:17](=[O:18])(=[O:19])[O-:20])=[CH:12][CH:11]=2)[S:6][CH:7]=1)[CH3:2].[Na+:49]. The yield is 0.830.